Dataset: Forward reaction prediction with 1.9M reactions from USPTO patents (1976-2016). Task: Predict the product of the given reaction. (1) Given the reactants [Cl:1][C:2]1[CH:3]=[CH:4][C:5]([C:12]#[CH:13])=[C:6]([CH:11]=1)[C:7]([O:9][CH3:10])=[O:8], predict the reaction product. The product is: [Cl:1][C:2]1[CH:3]=[CH:4][C:5]([CH2:12][CH3:13])=[C:6]([CH:11]=1)[C:7]([O:9][CH3:10])=[O:8]. (2) Given the reactants [CH3:1][S-:2].[Na+].Cl[CH2:5][CH2:6][CH2:7][CH2:8][N:9]1[C:21]2[C:20]3[CH:19]=[CH:18][CH:17]=[CH:16][C:15]=3[N:14]=[CH:13][C:12]=2[N:11]=[C:10]1[CH3:22].O, predict the reaction product. The product is: [CH3:22][C:10]1[N:9]([CH2:8][CH2:7][CH2:6][CH2:5][S:2][CH3:1])[C:21]2[C:20]3[CH:19]=[CH:18][CH:17]=[CH:16][C:15]=3[N:14]=[CH:13][C:12]=2[N:11]=1. (3) Given the reactants [N+:1]([C:4]1[CH:9]=[CH:8][C:7]([C@@H:10]([CH3:13])[CH2:11]O)=[CH:6][CH:5]=1)([O-:3])=[O:2].[C:14]1(=[O:24])[NH:18][C:17](=[O:19])[C:16]2=[CH:20][CH:21]=[CH:22][CH:23]=[C:15]12.C1(P(C2C=CC=CC=2)C2C=CC=CC=2)C=CC=CC=1.CCOC(/N=N/C(OCC)=O)=O, predict the reaction product. The product is: [N+:1]([C:4]1[CH:9]=[CH:8][C:7]([C@@H:10]([CH3:13])[CH2:11][N:18]2[C:14](=[O:24])[C:15]3[C:16](=[CH:20][CH:21]=[CH:22][CH:23]=3)[C:17]2=[O:19])=[CH:6][CH:5]=1)([O-:3])=[O:2]. (4) Given the reactants [CH2:1]([C:3]1[CH:4]=[CH:5][C:6]([CH:9]=O)=[N:7][CH:8]=1)[CH3:2].[NH2:11][C:12]1[N:13]=[N:14][C:15]([CH3:18])=[CH:16][CH:17]=1.C([O:21][C:22](=O)[C:23]([OH:36])=[CH:24][C:25]([C:27]1[CH:32]=[CH:31][C:30]([CH:33]([CH3:35])[CH3:34])=[CH:29][CH:28]=1)=[O:26])C, predict the reaction product. The product is: [CH2:1]([C:3]1[CH:4]=[CH:5][C:6]([CH:9]2[N:11]([C:12]3[N:13]=[N:14][C:15]([CH3:18])=[CH:16][CH:17]=3)[C:22](=[O:21])[C:23]([OH:36])=[C:24]2[C:25](=[O:26])[C:27]2[CH:28]=[CH:29][C:30]([CH:33]([CH3:34])[CH3:35])=[CH:31][CH:32]=2)=[N:7][CH:8]=1)[CH3:2]. (5) The product is: [F:17][C:15]1[CH:16]=[C:11]([CH2:10][C@@H:9]([C:19]2[C:24]([C:25]3[CH:26]=[CH:27][C:28]([F:34])=[C:29]([CH:33]=3)[C:30]([NH2:32])=[O:31])=[CH:23][CH:22]=[CH:21][N:20]=2)[NH:8][C:43](=[O:44])[CH2:42][N:39]2[CH:40]=[CH:41][C:37]([C:36]([F:46])([F:35])[F:47])=[N:38]2)[CH:12]=[C:13]([F:18])[CH:14]=1. Given the reactants FC(F)(F)C(O)=O.[NH2:8][C@H:9]([C:19]1[C:24]([C:25]2[CH:26]=[CH:27][C:28]([F:34])=[C:29]([CH:33]=2)[C:30]([NH2:32])=[O:31])=[CH:23][CH:22]=[CH:21][N:20]=1)[CH2:10][C:11]1[CH:16]=[C:15]([F:17])[CH:14]=[C:13]([F:18])[CH:12]=1.[F:35][C:36]([F:47])([F:46])[C:37]1[CH:41]=[CH:40][N:39]([CH2:42][C:43](O)=[O:44])[N:38]=1, predict the reaction product. (6) Given the reactants [N:1]1[CH:6]=[CH:5][C:4]([CH2:7][OH:8])=[CH:3][CH:2]=1.[H-].[Na+].Cl[C:12]1[N:17]=[CH:16][C:15]([C:18]2[CH:19]=[C:20]([CH:35]=[CH:36][CH:37]=2)[CH2:21][N:22]([CH3:34])[C:23](=[O:33])[CH2:24][NH:25][C:26](=[O:32])[O:27][C:28]([CH3:31])([CH3:30])[CH3:29])=[CH:14][N:13]=1.O, predict the reaction product. The product is: [C:28]([O:27][C:26](=[O:32])[NH:25][CH2:24][C:23]([N:22]([CH3:34])[CH2:21][C:20]1[CH:35]=[CH:36][CH:37]=[C:18]([C:15]2[CH:16]=[N:17][C:12]([O:8][CH2:7][C:4]3[CH:5]=[CH:6][N:1]=[CH:2][CH:3]=3)=[N:13][CH:14]=2)[CH:19]=1)=[O:33])([CH3:31])([CH3:30])[CH3:29].